This data is from Full USPTO retrosynthesis dataset with 1.9M reactions from patents (1976-2016). The task is: Predict the reactants needed to synthesize the given product. (1) Given the product [O:42]=[S:27]1(=[O:26])[CH2:28][CH2:29][N:30]([CH2:33][CH2:34][C:35]2[CH:40]=[CH:39][C:38]([NH:41][C:22]([C:19]3[CH:20]=[CH:21][C:16]([C:14]4[CH:15]=[C:10]([NH:9][C:7]([CH:1]5[CH2:6][CH2:5][CH2:4][CH2:3][CH2:2]5)=[O:8])[CH:11]=[CH:12][C:13]=4[CH3:25])=[CH:17][CH:18]=3)=[O:23])=[CH:37][CH:36]=2)[CH2:31][CH2:32]1, predict the reactants needed to synthesize it. The reactants are: [CH:1]1([C:7]([NH:9][C:10]2[CH:11]=[CH:12][C:13]([CH3:25])=[C:14]([C:16]3[CH:21]=[CH:20][C:19]([C:22](O)=[O:23])=[CH:18][CH:17]=3)[CH:15]=2)=[O:8])[CH2:6][CH2:5][CH2:4][CH2:3][CH2:2]1.[O:26]=[S:27]1(=[O:42])[CH2:32][CH2:31][N:30]([CH2:33][CH2:34][C:35]2[CH:40]=[CH:39][C:38]([NH2:41])=[CH:37][CH:36]=2)[CH2:29][CH2:28]1.CCN=C=NCCCN(C)C.C1C=CC2N(O)N=NC=2C=1.CN1CCOCC1. (2) The reactants are: [CH3:1][C:2]1([CH3:19])[C:11]2[C:6](=[C:7]([O:14][CH:15]([CH3:17])[CH3:16])[CH:8]=[C:9]([C:12]#[CH:13])[CH:10]=2)[C:5](=[O:18])[CH2:4][CH2:3]1.[CH3:20][O:21][C:22](=[O:31])[CH2:23][C:24]1[CH:29]=[CH:28][C:27](I)=[CH:26][CH:25]=1.C(N(CC)CC)C.O1CCCC1. Given the product [CH3:20][O:21][C:22](=[O:31])[CH2:23][C:24]1[CH:25]=[CH:26][C:27]([C:13]#[C:12][C:9]2[CH:8]=[C:7]([O:14][CH:15]([CH3:16])[CH3:17])[C:6]3[C:5](=[O:18])[CH2:4][CH2:3][C:2]([CH3:1])([CH3:19])[C:11]=3[CH:10]=2)=[CH:28][CH:29]=1, predict the reactants needed to synthesize it. (3) Given the product [C:1]([C:3]1[CH:4]=[C:5]2[C:11]([C:12]([C:13]3[C:14]([F:26])=[C:15]([NH:19][S:20]([CH2:23][CH2:24][CH3:25])(=[O:21])=[O:22])[CH:16]=[CH:17][CH:18]=3)=[O:27])=[CH:10][NH:9][C:6]2=[N:7][CH:8]=1)#[N:2], predict the reactants needed to synthesize it. The reactants are: [C:1]([C:3]1[CH:4]=[C:5]2[C:11]([CH:12]([OH:27])[C:13]3[C:14]([F:26])=[C:15]([NH:19][S:20]([CH2:23][CH2:24][CH3:25])(=[O:22])=[O:21])[CH:16]=[CH:17][CH:18]=3)=[CH:10][NH:9][C:6]2=[N:7][CH:8]=1)#[N:2].CC(OI1(OC(C)=O)(OC(C)=O)OC(=O)C2C=CC=CC1=2)=O. (4) Given the product [CH3:1][O:2][C:3](=[O:18])[C@@H:4]([O:15][CH2:16][CH3:17])[CH2:5][C:6]1[C:11]([CH3:12])=[CH:10][C:9]([O:13][CH2:20][C:21]2[N:22]=[C:23]([C:27]3[CH:32]=[CH:31][C:30]([O:33][CH:34]([CH3:36])[CH3:35])=[CH:29][CH:28]=3)[O:24][C:25]=2[CH3:26])=[CH:8][C:7]=1[CH3:14], predict the reactants needed to synthesize it. The reactants are: [CH3:1][O:2][C:3](=[O:18])[C@@H:4]([O:15][CH2:16][CH3:17])[CH2:5][C:6]1[C:11]([CH3:12])=[CH:10][C:9]([OH:13])=[CH:8][C:7]=1[CH3:14].Cl[CH2:20][C:21]1[N:22]=[C:23]([C:27]2[CH:32]=[CH:31][C:30]([O:33][CH:34]([CH3:36])[CH3:35])=[CH:29][CH:28]=2)[O:24][C:25]=1[CH3:26].C(=O)([O-])[O-].[Cs+].[Cs+].[I-].[K+]. (5) Given the product [C:28]([O:31][CH2:2][C:3]1[CH:10]=[C:9]([C:11]2[CH2:15][C:14]([C:20]3[CH:25]=[C:24]([Cl:26])[CH:23]=[C:22]([Cl:27])[CH:21]=3)([C:16]([F:17])([F:18])[F:19])[O:13][N:12]=2)[CH:8]=[CH:7][C:4]=1[C:5]#[N:6])(=[O:30])[CH3:29], predict the reactants needed to synthesize it. The reactants are: Br[CH2:2][C:3]1[CH:10]=[C:9]([C:11]2[CH2:15][C:14]([C:20]3[CH:25]=[C:24]([Cl:26])[CH:23]=[C:22]([Cl:27])[CH:21]=3)([C:16]([F:19])([F:18])[F:17])[O:13][N:12]=2)[CH:8]=[CH:7][C:4]=1[C:5]#[N:6].[C:28]([O-:31])(=[O:30])[CH3:29].[Na+].